Dataset: Forward reaction prediction with 1.9M reactions from USPTO patents (1976-2016). Task: Predict the product of the given reaction. (1) Given the reactants CS(O)(=O)=O.[NH2:6][CH2:7][C:8]1[CH:9]=[C:10]2[C:14](=[CH:15][CH:16]=1)[C:13](=[O:17])[N:12]([CH:18]1[CH2:23][CH2:22][C:21](=[O:24])[NH:20][C:19]1=[O:25])[CH2:11]2.[CH3:26][C:27]1[CH:28]=[C:29]([N:34]=[C:35]=[O:36])[CH:30]=[CH:31][C:32]=1[CH3:33].C(N(CC)CC)C.Cl, predict the reaction product. The product is: [CH3:26][C:27]1[CH:28]=[C:29]([NH:34][C:35]([NH:6][CH2:7][C:8]2[CH:9]=[C:10]3[C:14](=[CH:15][CH:16]=2)[C:13](=[O:17])[N:12]([CH:18]2[CH2:23][CH2:22][C:21](=[O:24])[NH:20][C:19]2=[O:25])[CH2:11]3)=[O:36])[CH:30]=[CH:31][C:32]=1[CH3:33]. (2) Given the reactants Br[C:2]1[C:3]2[N:4]([N:9]=[C:10]([NH2:12])[N:11]=2)[CH:5]=[C:6]([CH3:8])[CH:7]=1.[CH3:13][N:14]1[CH2:19][CH2:18][O:17][C:16]2[CH:20]=[C:21](B3OC(C)(C)C(C)(C)O3)[CH:22]=[CH:23][C:15]1=2, predict the reaction product. The product is: [CH3:8][C:6]1[CH:7]=[C:2]([C:21]2[CH:22]=[CH:23][C:15]3[N:14]([CH3:13])[CH2:19][CH2:18][O:17][C:16]=3[CH:20]=2)[C:3]2[N:4]([N:9]=[C:10]([NH2:12])[N:11]=2)[CH:5]=1.